Dataset: Full USPTO retrosynthesis dataset with 1.9M reactions from patents (1976-2016). Task: Predict the reactants needed to synthesize the given product. (1) Given the product [O:37]=[C:36]1[C:35]2[C:30](=[CH:31][CH:32]=[CH:33][CH:34]=2)[C:29](=[O:38])[N:28]1[CH2:27][C@@H:26]([NH:25][C:20](=[O:22])[C:19]1[CH:18]=[CH:17][C:16]([C:15]2[N:11]([CH3:10])[N:12]=[CH:13][N:14]=2)=[CH:24][CH:23]=1)[CH2:39][C:40]1[CH:45]=[CH:44][CH:43]=[CH:42][C:41]=1[C:46]([F:48])([F:47])[F:49], predict the reactants needed to synthesize it. The reactants are: CCN(C(C)C)C(C)C.[CH3:10][N:11]1[C:15]([C:16]2[CH:24]=[CH:23][C:19]([C:20]([OH:22])=O)=[CH:18][CH:17]=2)=[N:14][CH:13]=[N:12]1.[NH2:25][C@@H:26]([CH2:39][C:40]1[CH:45]=[CH:44][CH:43]=[CH:42][C:41]=1[C:46]([F:49])([F:48])[F:47])[CH2:27][N:28]1[C:36](=[O:37])[C:35]2[C:30](=[CH:31][CH:32]=[CH:33][CH:34]=2)[C:29]1=[O:38].C1CN([P+](Br)(N2CCCC2)N2CCCC2)CC1.F[P-](F)(F)(F)(F)F. (2) Given the product [CH3:18][N:14]1[C:15]2[C:11](=[CH:10][C:9]([C:5]3[N:4]=[C:3]([OH:2])[CH:8]=[CH:7][N:6]=3)=[CH:17][CH:16]=2)[CH:12]=[N:13]1, predict the reactants needed to synthesize it. The reactants are: C[O:2][C:3]1[CH:8]=[CH:7][N:6]=[C:5]([C:9]2[CH:10]=[C:11]3[C:15](=[CH:16][CH:17]=2)[N:14]([CH3:18])[N:13]=[CH:12]3)[N:4]=1.[OH-].[Na+].